The task is: Predict the reaction yield, written as a fraction of the theoretical maximum amount of product (1.0 means a 100% yield; for example, 0.34 means a 34% yield).. This data is from Reaction yield outcomes from USPTO patents with 853,638 reactions. (1) The reactants are [Cl:1][C:2]1[CH:3]=[C:4]2[C:9](=[CH:10][CH:11]=1)[NH:8][CH:7]([C:12]1[CH:13]=[C:14]([NH2:18])[CH:15]=[CH:16][CH:17]=1)[C:6]([CH3:20])([CH3:19])[CH2:5]2.[CH3:21][O:22][C:23](=[O:28])[C:24](Br)([CH3:26])[CH3:25].C(=O)([O-])[O-].[K+].[K+]. The catalyst is CN(C)C=O. The product is [CH3:21][O:22][C:23](=[O:28])[C:24]([NH:18][C:14]1[CH:15]=[CH:16][CH:17]=[C:12]([CH:7]2[C:6]([CH3:20])([CH3:19])[CH2:5][C:4]3[C:9](=[CH:10][CH:11]=[C:2]([Cl:1])[CH:3]=3)[NH:8]2)[CH:13]=1)([CH3:26])[CH3:25]. The yield is 0.220. (2) The product is [CH2:1]([N:8]1[CH:12]=[C:11]([CH2:13][CH2:14][C:15]([O:17][CH2:18][CH3:19])=[O:16])[C:10]([OH:20])=[N:9]1)[C:2]1[CH:3]=[CH:4][CH:5]=[CH:6][CH:7]=1. The yield is 0.830. The reactants are [CH2:1]([N:8]1[CH:12]=[C:11](/[CH:13]=[CH:14]/[C:15]([O:17][CH2:18][CH3:19])=[O:16])[C:10]([O:20]CC2C=CC=CC=2)=[N:9]1)[C:2]1[CH:7]=[CH:6][CH:5]=[CH:4][CH:3]=1.C(O)C. The catalyst is [C].[Pd].O1CCCC1.